This data is from Full USPTO retrosynthesis dataset with 1.9M reactions from patents (1976-2016). The task is: Predict the reactants needed to synthesize the given product. (1) Given the product [Cl:9][C:10]1[CH:11]=[C:12]2[C:20](=[O:21])[C:19]3[CH:22]=[C:23]([CH2:26][S:27]([NH:1][CH2:2][C:3]4[CH:8]=[CH:7][CH:6]=[CH:5][N:4]=4)(=[O:29])=[O:28])[CH:24]=[CH:25][C:18]=3[CH:17]=[CH:16][C:13]2=[N:14][CH:15]=1, predict the reactants needed to synthesize it. The reactants are: [NH2:1][CH2:2][C:3]1[CH:8]=[CH:7][CH:6]=[CH:5][N:4]=1.[Cl:9][C:10]1[CH:11]=[C:12]2[C:20](=[O:21])[C:19]3[CH:22]=[C:23]([CH2:26][S:27](N(C)C4C=CC=CC=4)(=[O:29])=[O:28])[CH:24]=[CH:25][C:18]=3[CH:17]=[CH:16][C:13]2=[N:14][CH:15]=1.C(=O)([O-])O.[Na+]. (2) The reactants are: [CH2:1]1[C@@H:5]([OH:6])[C@H:4](/[CH:7]=[CH:8]/[C@@H:9]([OH:22])[CH2:10][O:11][C:12]2[CH:17]=[C:16]([C:18]([F:21])([F:20])[F:19])[CH:15]=[CH:14][CH:13]=2)[C@@H:3]([CH2:23]/[CH:24]=[CH:25]\[CH2:26][CH2:27][CH2:28][C:29]([OH:31])=[O:30])[C@H:2]1[OH:32].[CH2:33]([CH:36]([CH2:39][C:40]#[CH:41])[CH2:37]O)[C:34]#[CH:35].CN(C(ON1N=NC2C=CC=CC1=2)=[N+](C)C)C.F[P-](F)(F)(F)(F)F.C(N(CC)CC)C. Given the product [OH:6][C@@H:5]1[CH2:1][C@H:2]([OH:32])[C@H:3]([CH2:23]/[CH:24]=[CH:25]\[CH2:26][CH2:27][CH2:28][C:29]([O:31][CH2:37][CH:36]([CH2:39][C:40]#[CH:41])[CH2:33][C:34]#[CH:35])=[O:30])[C@H:4]1/[CH:7]=[CH:8]/[C@@H:9]([OH:22])[CH2:10][O:11][C:12]1[CH:13]=[CH:14][CH:15]=[C:16]([C:18]([F:21])([F:20])[F:19])[CH:17]=1, predict the reactants needed to synthesize it. (3) Given the product [CH3:33][N:23]([CH2:22][CH2:21][C:20]1[CH:19]=[CH:12][C:13]([CH:14]=[CH2:15])=[CH:32][CH:31]=1)[C:24](=[O:30])[O:25][C:26]([CH3:27])([CH3:28])[CH3:29], predict the reactants needed to synthesize it. The reactants are: [CH2:12]([Sn]([CH2:12][CH2:13][CH2:14][CH3:15])([CH2:12][CH2:13][CH2:14][CH3:15])C=C)[CH2:13][CH2:14][CH3:15].BrC1[CH:32]=[CH:31][C:20]([CH2:21][CH2:22][NH:23][C:24](=[O:30])[O:25][C:26]([CH3:29])([CH3:28])[CH3:27])=[CH:19]C=1.[CH3:33]N(C=O)C. (4) Given the product [O:1]=[C:2]([C:7]1[CH:8]=[CH:9][C:10]([C:11]([OH:13])=[O:12])=[CH:16][CH:17]=1)[CH:3]([CH3:6])[CH2:4][CH3:5], predict the reactants needed to synthesize it. The reactants are: [O:1]=[C:2]([C:7]1[CH:17]=[CH:16][C:10]([C:11]([O:13]CC)=[O:12])=[CH:9][CH:8]=1)[CH:3]([CH3:6])[CH2:4][CH3:5].[OH-].[Na+]. (5) Given the product [Cl:3][CH:4]=[C:5]1[CH:11]=[CH:10][C:9]2[CH:12]=[C:13]([C:16]([OH:18])=[O:17])[CH:14]=[CH:15][C:8]=2[O:7][CH2:6]1, predict the reactants needed to synthesize it. The reactants are: [OH-].[K+].[Cl:3][CH:4]=[C:5]1[CH:11]=[CH:10][C:9]2[CH:12]=[C:13]([C:16]([O:18]C)=[O:17])[CH:14]=[CH:15][C:8]=2[O:7][CH2:6]1.Cl. (6) The reactants are: [CH3:1][C:2]1[C:6]([C:7]2[CH:8]=[C:9]3[C:13](=[CH:14][CH:15]=2)[NH:12][C:11](=[O:16])[C:10]3([CH3:23])[C:17]2[CH:22]=[CH:21][CH:20]=[CH:19][CH:18]=2)=[C:5]([CH3:24])[O:4][N:3]=1.I[C:26]1[CH:27]=[N:28][CH:29]=[CH:30][CH:31]=1.CNCCNC.C(=O)([O-])[O-].[K+].[K+]. Given the product [CH3:1][C:2]1[C:6]([C:7]2[CH:8]=[C:9]3[C:13](=[CH:14][CH:15]=2)[N:12]([C:26]2[CH:27]=[N:28][CH:29]=[CH:30][CH:31]=2)[C:11](=[O:16])[C:10]3([CH3:23])[C:17]2[CH:18]=[CH:19][CH:20]=[CH:21][CH:22]=2)=[C:5]([CH3:24])[O:4][N:3]=1, predict the reactants needed to synthesize it. (7) Given the product [Br:33][CH2:20][C:13]1[NH:12][C:11]([C:21]2[S:22][CH:23]=[CH:24][N:25]=2)=[N:10][C@@H:9]([C:3]2[CH:4]=[CH:5][C:6]([Cl:8])=[CH:7][C:2]=2[Cl:1])[C:14]=1[C:15]([O:17][CH2:18][CH3:19])=[O:16], predict the reactants needed to synthesize it. The reactants are: [Cl:1][C:2]1[CH:7]=[C:6]([Cl:8])[CH:5]=[CH:4][C:3]=1[C@H:9]1[C:14]([C:15]([O:17][CH2:18][CH3:19])=[O:16])=[C:13]([CH3:20])[NH:12][C:11]([C:21]2[S:22][CH:23]=[CH:24][N:25]=2)=[N:10]1.C1C(=O)N([Br:33])C(=O)C1. (8) Given the product [NH2:8][C:9]1[N:14]=[CH:13][C:12]([C:15]2[CH2:20][CH2:19][CH:18]([NH:21][C:22](=[O:25])[CH2:23][CH3:24])[CH2:17][CH:16]=2)=[N:11][C:10]=1[C:26]1[O:30][C:29]([C:31]2[CH:32]=[CH:33][C:34]([CH2:37][NH:38][CH3:39])=[CH:35][CH:36]=2)=[N:28][N:27]=1, predict the reactants needed to synthesize it. The reactants are: C(OC([N:8](C(OC(C)(C)C)=O)[C:9]1[C:10]([C:26]2[O:30][C:29]([C:31]3[CH:36]=[CH:35][C:34]([CH2:37][N:38](C)[C:39](=O)OC(C)(C)C)=[CH:33][CH:32]=3)=[N:28][N:27]=2)=[N:11][C:12]([C:15]2[CH2:20][CH2:19][CH:18]([NH:21][C:22](=[O:25])[CH2:23][CH3:24])[CH2:17][CH:16]=2)=[CH:13][N:14]=1)=O)(C)(C)C.C(O)(C(F)(F)F)=O. (9) Given the product [OH:17][CH:19]([CH3:20])[CH2:18][C:1]1([S:4]([O:7][CH2:8][CH2:9][CH2:10][CH3:11])(=[O:6])=[O:5])[CH2:3][CH2:2]1, predict the reactants needed to synthesize it. The reactants are: [CH:1]1([S:4]([O:7][CH2:8][CH2:9][CH2:10][CH3:11])(=[O:6])=[O:5])[CH2:3][CH2:2]1.C([Li])CCC.[O:17]1[CH:19]([CH3:20])[CH2:18]1.B(F)(F)F.CCOCC.